Predict the reactants needed to synthesize the given product. From a dataset of Full USPTO retrosynthesis dataset with 1.9M reactions from patents (1976-2016). (1) The reactants are: [CH:1]([C:3]1[NH:7][C:6]([C:8]([OH:10])=O)=[CH:5][C:4]=1C)=[O:2].Cl.CN(C)CCCN=C=N.ON1C2C=CC=CC=2N=N1.C(N(CC)CC)C.[CH3:39][N:40]1[CH2:45][CH2:44][NH:43][CH2:42][CH2:41]1. Given the product [CH3:39][N:40]1[CH2:45][CH2:44][N:43]([C:8]([C:6]2[NH:7][C:3]([CH:1]=[O:2])=[CH:4][CH:5]=2)=[O:10])[CH2:42][CH2:41]1, predict the reactants needed to synthesize it. (2) Given the product [Br:23][C:19]1[CH:18]=[C:17]2[C:22](=[CH:21][CH:20]=1)[C@:14]([N:13]=[C:12]=[O:26])([C:44]([O:45][CH3:46])=[O:50])[CH2:15][CH2:16]2, predict the reactants needed to synthesize it. The reactants are: C(N([C@H](C1CC1)C)C(=O)CN1C(=O)[C@:14]2([C:22]3[C:17](=[CH:18][C:19]([Br:23])=[CH:20][CH:21]=3)[CH2:16][CH2:15]2)[NH:13][C:12]1=[O:26])C1C=CC=CC=1.CCN(CC)CC.ClC(Cl)(O[C:44](=[O:50])[O:45][C:46](Cl)(Cl)Cl)Cl. (3) Given the product [Cl:12][C:10]1[CH:9]=[CH:8][C:7]2[O:13][CH2:2][C:3](=[O:4])[NH:5][C:6]=2[CH:11]=1, predict the reactants needed to synthesize it. The reactants are: Cl[CH2:2][C:3]([NH:5][C:6]1[CH:11]=[C:10]([Cl:12])[CH:9]=[CH:8][C:7]=1[OH:13])=[O:4].C(=O)([O-])[O-].[K+].[K+].Cl. (4) Given the product [CH3:1][O:2][C:3](=[O:14])[CH2:4][C:5]1[CH:10]=[CH:9][C:8]([CH2:11][OH:12])=[C:7]([Cl:13])[CH:6]=1, predict the reactants needed to synthesize it. The reactants are: [CH3:1][O:2][C:3](=[O:14])[CH2:4][C:5]1[CH:10]=[CH:9][C:8]([CH:11]=[O:12])=[C:7]([Cl:13])[CH:6]=1.[BH4-].[Na+].Cl.